Dataset: Forward reaction prediction with 1.9M reactions from USPTO patents (1976-2016). Task: Predict the product of the given reaction. (1) Given the reactants Br[C:2]1[CH:3]=[C:4]([N:8]2[C:16](=[O:17])[C:15]3[C:10](=[CH:11][CH:12]=[CH:13][CH:14]=3)[C:9]2=[O:18])[CH:5]=[N:6][CH:7]=1.C([N:26]1[C:34]2[C:29](=[CH:30][CH:31]=[C:32]([CH3:35])[CH:33]=2)[CH:28]=[C:27]1B(O)O)(OC(C)(C)C)=O, predict the reaction product. The product is: [CH3:35][C:32]1[CH:33]=[C:34]2[C:29]([CH:28]=[C:27]([C:2]3[CH:3]=[C:4]([N:8]4[C:16](=[O:17])[C:15]5[C:10](=[CH:11][CH:12]=[CH:13][CH:14]=5)[C:9]4=[O:18])[CH:5]=[N:6][CH:7]=3)[NH:26]2)=[CH:30][CH:31]=1. (2) Given the reactants C[NH:2][C:3]1[N:8]=[C:7]([C:9]2[CH:14]=[CH:13][CH:12]=[CH:11][N:10]=2)[CH:6]=[C:5]([C:15]2[CH:16]=[N:17][CH:18]=[C:19]([C:21]3[CH:22]=[N:23][N:24]([CH:26]4[CH2:31][CH2:30][NH:29][CH2:28][CH2:27]4)[CH:25]=3)[CH:20]=2)[CH:4]=1.BrC1C=C(C2C=C(N)N=C(C3C=CC=CN=3)C=2)C=NC=1, predict the reaction product. The product is: [NH:29]1[CH2:28][CH2:27][CH:26]([N:24]2[CH:25]=[C:21]([C:19]3[CH:20]=[C:15]([C:5]4[CH:4]=[C:3]([NH2:2])[N:8]=[C:7]([C:9]5[CH:14]=[CH:13][CH:12]=[CH:11][N:10]=5)[CH:6]=4)[CH:16]=[N:17][CH:18]=3)[CH:22]=[N:23]2)[CH2:31][CH2:30]1. (3) Given the reactants [NH2:1][CH2:2][CH2:3][CH2:4][C@H:5]([NH:9][C:10]([C:12]1[C:13](=[O:33])[N:14]([CH:20]([C:27]2[CH:32]=[CH:31][CH:30]=[CH:29][CH:28]=2)[C:21]2[CH:26]=[CH:25][CH:24]=[CH:23][CH:22]=2)[CH:15]=[CH:16][C:17]=1[O:18][CH3:19])=[O:11])[C:6]([OH:8])=[O:7].[C:34]([OH:40])([C:36]([F:39])([F:38])[F:37])=[O:35].Cl.[C:42](=[NH:47])(OCC)[CH3:43].CCN(CC)CC, predict the reaction product. The product is: [C:27]1([CH:20]([C:21]2[CH:22]=[CH:23][CH:24]=[CH:25][CH:26]=2)[N:14]2[CH:15]=[CH:16][C:17]([O:18][CH3:19])=[C:12]([C:10]([NH:9][C@@H:5]([CH2:4][CH2:3][CH2:2][NH:1][C:42](=[NH:47])[CH3:43])[C:6]([OH:8])=[O:7])=[O:11])[C:13]2=[O:33])[CH:28]=[CH:29][CH:30]=[CH:31][CH:32]=1.[C:34]([OH:40])([C:36]([F:39])([F:38])[F:37])=[O:35]. (4) The product is: [C:7]([C:9]1[C:17]2[C:12](=[CH:13][CH:14]=[CH:15][CH:16]=2)[N:11]([C:18]2[C:19]3[CH:26]=[CH:25][N:24]([CH3:27])[C:20]=3[N:21]=[CH:22][N:23]=2)[CH:10]=1)([OH:8])=[O:6]. Given the reactants O.[OH-].[Li+].O.C[O:6][C:7]([C:9]1[C:17]2[C:12](=[CH:13][CH:14]=[CH:15][CH:16]=2)[N:11]([C:18]2[C:19]3[CH:26]=[CH:25][N:24]([CH3:27])[C:20]=3[N:21]=[CH:22][N:23]=2)[CH:10]=1)=[O:8], predict the reaction product. (5) Given the reactants [C:1]([O:5][C:6](=[O:79])[CH2:7][CH2:8][C@@H:9]([NH:49][C:50](=[O:78])[CH2:51][C@H:52](O)/[CH:53]=[CH:54]/[CH2:55][CH2:56][S:57][C:58](C1C=CC=CC=1)([C:65]1[CH:70]=[CH:69][CH:68]=[CH:67][CH:66]=1)[C:59]1[CH:64]=[CH:63][CH:62]=[CH:61][CH:60]=1)[C:10](=[O:48])[NH:11][C@@H:12]([C:34](=[O:47])[NH:35][C:36]([C:39](=[O:46])[NH:40][CH2:41][C:42]([O:44]C)=[O:43])([CH3:38])[CH3:37])[CH2:13][S:14][C:15]([C:28]1[CH:33]=[CH:32][CH:31]=[CH:30][CH:29]=1)([C:22]1[CH:27]=[CH:26][CH:25]=[CH:24][CH:23]=1)C1C=CC=CC=1)([CH3:4])([CH3:3])[CH3:2].[Li+].[OH-].C[C:83]1[CH:88]=[CH:87][CH:86]=[C:85]([N+]([O-])=O)[C:84]=1C(OC([C:83]1[C:88]([N+]([O-])=O)=[CH:87][CH:86]=[CH:85][C:84]=1C)=O)=O, predict the reaction product. The product is: [C:1]([O:5][C:6](=[O:79])[CH2:7][CH2:8][C@H:9]1[NH:49][C:50](=[O:78])[CH2:51][C@@H:52](/[CH:53]=[CH:54]/[CH2:55][CH2:56][S:57][C:58]([C:59]2[CH:64]=[CH:63][CH:62]=[CH:61][CH:60]=2)([C:83]2[CH:88]=[CH:87][CH:86]=[CH:85][CH:84]=2)[C:65]2[CH:70]=[CH:69][CH:68]=[CH:67][CH:66]=2)[O:43][C:42](=[O:44])[CH2:41][NH:40][C:39](=[O:46])[C:36]([CH3:38])([CH3:37])[NH:35][C:34](=[O:47])[C@@H:12]([CH2:13][S:14][C:15]([C:22]2[CH:27]=[CH:26][CH:25]=[CH:24][CH:23]=2)([C:22]2[CH:27]=[CH:26][CH:25]=[CH:24][CH:23]=2)[C:28]2[CH:33]=[CH:32][CH:31]=[CH:30][CH:29]=2)[NH:11][C:10]1=[O:48])([CH3:4])([CH3:2])[CH3:3]. (6) The product is: [CH3:1][O:2][C:3]([C:5]1[S:6][C:7]([NH2:22])=[C:8]([C:20]#[N:21])[C:9]=1[C:10]1[CH:11]=[CH:12][C:13]([C:8]([CH3:20])([CH3:9])[CH3:7])=[CH:14][CH:15]=1)=[O:4]. Given the reactants [CH3:1][O:2][C:3]([C:5]1[S:6][C:7]([N:22]=[N+]=[N-])=[C:8]([C:20]#[N:21])[C:9]=1[C:10]1[CH:15]=[CH:14][CH:13]=[CH:12][C:11]=1C(C)(C)C)=[O:4], predict the reaction product.